From a dataset of NCI-60 drug combinations with 297,098 pairs across 59 cell lines. Regression. Given two drug SMILES strings and cell line genomic features, predict the synergy score measuring deviation from expected non-interaction effect. (1) Drug 1: CC=C1C(=O)NC(C(=O)OC2CC(=O)NC(C(=O)NC(CSSCCC=C2)C(=O)N1)C(C)C)C(C)C. Drug 2: CC1CCCC2(C(O2)CC(NC(=O)CC(C(C(=O)C(C1O)C)(C)C)O)C(=CC3=CSC(=N3)C)C)C. Cell line: SF-539. Synergy scores: CSS=71.7, Synergy_ZIP=0.608, Synergy_Bliss=0.905, Synergy_Loewe=-1.45, Synergy_HSA=3.28. (2) Drug 1: CN1C2=C(C=C(C=C2)N(CCCl)CCCl)N=C1CCCC(=O)O.Cl. Drug 2: C1CCC(C(C1)N)N.C(=O)(C(=O)[O-])[O-].[Pt+4]. Cell line: SF-539. Synergy scores: CSS=27.4, Synergy_ZIP=-10.3, Synergy_Bliss=-3.24, Synergy_Loewe=-14.2, Synergy_HSA=-0.223. (3) Drug 1: C1CC(=O)NC(=O)C1N2CC3=C(C2=O)C=CC=C3N. Drug 2: CC1C(C(=O)NC(C(=O)N2CCCC2C(=O)N(CC(=O)N(C(C(=O)O1)C(C)C)C)C)C(C)C)NC(=O)C3=C4C(=C(C=C3)C)OC5=C(C(=O)C(=C(C5=N4)C(=O)NC6C(OC(=O)C(N(C(=O)CN(C(=O)C7CCCN7C(=O)C(NC6=O)C(C)C)C)C)C(C)C)C)N)C. Cell line: MCF7. Synergy scores: CSS=6.60, Synergy_ZIP=3.27, Synergy_Bliss=6.68, Synergy_Loewe=7.13, Synergy_HSA=6.29.